Task: Predict the reactants needed to synthesize the given product.. Dataset: Full USPTO retrosynthesis dataset with 1.9M reactions from patents (1976-2016) (1) Given the product [C:11]([O:15][C:16]([NH:10][C@H:8]([C:5]1[CH:6]=[CH:7][C:2]([Br:1])=[CH:3][CH:4]=1)[CH3:9])=[O:17])([CH3:14])([CH3:13])[CH3:12], predict the reactants needed to synthesize it. The reactants are: [Br:1][C:2]1[CH:7]=[CH:6][C:5]([CH:8]([NH2:10])[CH3:9])=[CH:4][CH:3]=1.[C:11]([O:15][C:16](O[C:16]([O:15][C:11]([CH3:14])([CH3:13])[CH3:12])=[O:17])=[O:17])([CH3:14])([CH3:13])[CH3:12].Cl.CCOCC. (2) The reactants are: [NH2:1][C:2]1[C:6]([C:7]([NH2:9])=[O:8])=[CH:5][N:4]([CH:10]([CH:14]2[CH2:16][CH2:15]2)[CH2:11][C:12]#[N:13])[N:3]=1.Br[C:18]1[CH:19]=[C:20]([CH:28]=[CH:29][CH:30]=1)[CH2:21][O:22][CH2:23][C:24]([CH3:27])([OH:26])[CH3:25].[O-]P([O-])([O-])=O.[K+].[K+].[K+].C(P(C(C)(C)C)C1C(C)=C(C)C(C)=C(C)C=1C1C(C(C)C)=CC(C(C)C)=CC=1C(C)C)(C)(C)C. Given the product [C:12]([CH2:11][CH:10]([N:4]1[CH:5]=[C:6]([C:7]([NH2:9])=[O:8])[C:2]([NH:1][C:29]2[CH:30]=[CH:18][CH:19]=[C:20]([CH2:21][O:22][CH2:23][C:24]([OH:26])([CH3:25])[CH3:27])[CH:28]=2)=[N:3]1)[CH:14]1[CH2:16][CH2:15]1)#[N:13], predict the reactants needed to synthesize it. (3) Given the product [F:13][C:14]1[CH:15]=[CH:16][C:17]([C@H:20]2[C@@:22]3([C:30]4[C:25](=[CH:26][CH:27]=[CH:28][CH:29]=4)[N:24]([CH2:10][C:7]4[CH:8]=[CH:9][C:4]([C:3]([OH:2])=[O:12])=[CH:5][CH:6]=4)[C:23]3=[O:31])[CH2:21]2)=[CH:18][CH:19]=1, predict the reactants needed to synthesize it. The reactants are: C[O:2][C:3](=[O:12])[C:4]1[CH:9]=[CH:8][C:7]([CH2:10]Br)=[CH:6][CH:5]=1.[F:13][C:14]1[CH:19]=[CH:18][C:17]([C@@H:20]2[C@:22]3([C:30]4[C:25](=[CH:26][CH:27]=[CH:28][CH:29]=4)[NH:24][C:23]3=[O:31])[CH2:21]2)=[CH:16][CH:15]=1. (4) The reactants are: [NH:1]([S:7]([C:10]1[CH:16]=[CH:15][C:13]([CH3:14])=[CH:12][CH:11]=1)(=[O:9])=[O:8])[C@H:2]([C:4]([OH:6])=[O:5])[CH3:3].O.Cl. Given the product [NH:1]([S:7]([C:10]1[CH:11]=[CH:12][C:13]([CH3:14])=[CH:15][CH:16]=1)(=[O:9])=[O:8])[C@H:2]([C:4]([OH:6])=[O:5])[CH3:3], predict the reactants needed to synthesize it. (5) Given the product [CH3:56][O:57][C:63]1([C:58]2[C:59]([O:50][CH3:47])=[C:30](/[CH:16]=[CH:17]/[C:18]3[CH:19]=[CH:20][C:21]([NH:24][S:25]([CH3:28])(=[O:26])=[O:27])=[CH:22][CH:23]=3)[CH:31]=[C:33]([C:35]3[C:36](=[O:4])[NH:37][CH:38]=[CH:39][CH:41]=3)[CH:64]=2)[CH2:62][CH2:61]1, predict the reactants needed to synthesize it. The reactants are: C(S(C=C)(=O)=[O:4])=C.CC1(C)CC(C)OB(/[CH:16]=[CH:17]/[C:18]2[CH:23]=[CH:22][C:21]([NH:24][S:25]([CH3:28])(=[O:27])=[O:26])=[CH:20][CH:19]=2)O1.[CH3:30][C:31]([C:33]([C@@H:35]1N[C:39]2[C:41](N=C(N)N[C:38]=2[NH:37][CH2:36]1)=O)=O)=O.[C:47]([O-:50])([O-])=O.[Na+].[Na+].C(Cl)Cl.[CH3:56][OH:57].[C:58]1([CH3:64])[CH:63]=[CH:62][CH:61]=C[CH:59]=1. (6) Given the product [I:17][C:14]1[CH:15]=[C:16]2[C:11]([C:10]([C:18]([N:25]3[CH2:30][CH2:29][O:28][CH2:27][CH2:26]3)=[O:20])=[N:9][N:8]2[C:6]2[CH:5]=[CH:4][N:3]=[C:2]([NH2:1])[N:7]=2)=[CH:12][CH:13]=1, predict the reactants needed to synthesize it. The reactants are: [NH2:1][C:2]1[N:7]=[C:6]([N:8]2[C:16]3[C:11](=[CH:12][CH:13]=[C:14]([I:17])[CH:15]=3)[C:10]([C:18]([OH:20])=O)=[N:9]2)[CH:5]=[CH:4][N:3]=1.S(Cl)(Cl)=O.[NH:25]1[CH2:30][CH2:29][O:28][CH2:27][CH2:26]1.C(=O)([O-])[O-].[Na+].[Na+]. (7) Given the product [OH:8][C:9]1[CH:10]=[C:11]([CH:25]=[CH:26][C:27]=1[N:28]1[CH2:32][C:31](=[O:33])[NH:30][S:29]1(=[O:35])=[O:34])[CH2:12][C@@H:13]1[NH:19][C:18](=[O:20])[C:17]2[CH:21]=[CH:22][CH:23]=[CH:24][C:16]=2[CH:15]=[CH:14]1, predict the reactants needed to synthesize it. The reactants are: C([O:8][C:9]1[CH:10]=[C:11]([CH:25]=[CH:26][C:27]=1[N:28]1[CH2:32][C:31](=[O:33])[NH:30][S:29]1(=[O:35])=[O:34])[CH2:12][C@@H:13]1[NH:19][C:18](=[O:20])[C:17]2[CH:21]=[CH:22][CH:23]=[CH:24][C:16]=2[CH:15]=[CH:14]1)C1C=CC=CC=1.B(Br)(Br)Br.